Dataset: Reaction yield outcomes from USPTO patents with 853,638 reactions. Task: Predict the reaction yield, written as a fraction of the theoretical maximum amount of product (1.0 means a 100% yield; for example, 0.34 means a 34% yield). The reactants are [Cl:1][C:2]1[CH:7]=[C:6]([Cl:8])[CH:5]=[CH:4][C:3]=1[C:9]1[C:10]([C:26]#[N:27])=[C:11]([C:19]2[CH:24]=[CH:23][N:22]=[C:21](F)[CH:20]=2)[S:12][C:13]=1[C:14]1[NH:18][CH:17]=[N:16][N:15]=1.[NH3:28].CO. No catalyst specified. The product is [NH2:28][C:21]1[CH:20]=[C:19]([C:11]2[S:12][C:13]([C:14]3[NH:18][CH:17]=[N:16][N:15]=3)=[C:9]([C:3]3[CH:4]=[CH:5][C:6]([Cl:8])=[CH:7][C:2]=3[Cl:1])[C:10]=2[C:26]#[N:27])[CH:24]=[CH:23][N:22]=1. The yield is 0.440.